From a dataset of Forward reaction prediction with 1.9M reactions from USPTO patents (1976-2016). Predict the product of the given reaction. Given the reactants [C:1]([O:5][C:6]([N:8]1[CH2:13][CH2:12][CH:11]([C:14]2NN[C:16](=[O:19])[C:15]=2[CH3:20])[CH2:10][CH2:9]1)=[O:7])([CH3:4])([CH3:3])[CH3:2].[CH2:21]([O:28][CH2:29]C(OC)=O)[C:22]1[CH:27]=[CH:26][CH:25]=[CH:24][CH:23]=1.C[O:35]C(=O)OC, predict the reaction product. The product is: [C:1]([O:5][C:6]([N:8]1[CH2:13][CH2:12][CH:11]([C:14](=[O:35])[CH:15]([CH3:20])[C:16](=[O:19])[CH2:29][O:28][CH2:21][C:22]2[CH:27]=[CH:26][CH:25]=[CH:24][CH:23]=2)[CH2:10][CH2:9]1)=[O:7])([CH3:4])([CH3:3])[CH3:2].